This data is from Aqueous solubility values for 9,982 compounds from the AqSolDB database. The task is: Regression/Classification. Given a drug SMILES string, predict its absorption, distribution, metabolism, or excretion properties. Task type varies by dataset: regression for continuous measurements (e.g., permeability, clearance, half-life) or binary classification for categorical outcomes (e.g., BBB penetration, CYP inhibition). For this dataset (solubility_aqsoldb), we predict Y. The drug is Cc1nc2c(=O)n(C)c(=O)n(C)c2nc1C. The Y is -1.34 log mol/L.